From a dataset of Full USPTO retrosynthesis dataset with 1.9M reactions from patents (1976-2016). Predict the reactants needed to synthesize the given product. (1) Given the product [Cl:31][C:9]1[C:10]2[CH2:16][CH2:15][N:14]([C:17]3[C:22]([C:23]([F:24])([F:25])[F:26])=[CH:21][CH:20]=[CH:19][N:18]=3)[CH2:13][CH2:12][C:11]=2[N:27]=[C:7]([N:1]2[CH2:6][CH2:5][CH2:4][CH2:3][CH2:2]2)[N:8]=1, predict the reactants needed to synthesize it. The reactants are: [N:1]1([C:7]2[N:8]=[C:9](O)[C:10]3[CH2:16][CH2:15][N:14]([C:17]4[C:22]([C:23]([F:26])([F:25])[F:24])=[CH:21][CH:20]=[CH:19][N:18]=4)[CH2:13][CH2:12][C:11]=3[N:27]=2)[CH2:6][CH2:5][CH2:4][CH2:3][CH2:2]1.O=P(Cl)(Cl)[Cl:31]. (2) Given the product [Cl:1][C:2]1[CH:3]=[C:4]2[C:9](=[CH:10][CH:11]=1)[CH:8]=[C:7]([S:12]([N:15]([CH2:51][C:48]1[CH:49]=[CH:50][O:46][CH:47]=1)[C@H:16]1[CH2:20][CH2:19][N:18]([C@@H:21]([CH3:30])[C:22]([N:24]3[CH2:29][CH2:28][O:27][CH2:26][CH2:25]3)=[O:23])[C:17]1=[O:31])(=[O:14])=[O:13])[CH:6]=[CH:5]2, predict the reactants needed to synthesize it. The reactants are: [Cl:1][C:2]1[CH:3]=[C:4]2[C:9](=[CH:10][CH:11]=1)[CH:8]=[C:7]([S:12]([NH:15][C@H:16]1[CH2:20][CH2:19][N:18]([C@@H:21]([CH3:30])[C:22]([N:24]3[CH2:29][CH2:28][O:27][CH2:26][CH2:25]3)=[O:23])[C:17]1=[O:31])(=[O:14])=[O:13])[CH:6]=[CH:5]2.N(C(OC(C)C)=O)=NC(OC(C)C)=O.[O:46]1[CH:50]=[CH:49][C:48]([CH2:51]O)=[CH:47]1.C(P(CCCC)CCCC)CCC. (3) Given the product [C:25]([O:29][C:30](=[O:60])[NH:31][CH:32]([CH2:52][C:53]1[CH:58]=[CH:57][C:56]([Cl:59])=[CH:55][CH:54]=1)[C:33](=[O:34])[N:35]1[CH2:40][CH2:39][N:38]([C:41]2[C:50]3[C:45](=[CH:46][CH:47]=[C:48]([C:6]4[CH:11]=[CH:10][CH:9]=[CH:8][CH:7]=4)[CH:49]=3)[N:44]=[CH:43][N:42]=2)[CH2:37][CH2:36]1)([CH3:28])([CH3:27])[CH3:26], predict the reactants needed to synthesize it. The reactants are: C1COCC1.[C:6]1([As]([C:6]2[CH:11]=[CH:10][CH:9]=[CH:8][CH:7]=2)[C:6]2[CH:11]=[CH:10][CH:9]=[CH:8][CH:7]=2)[CH:11]=[CH:10][CH:9]=[CH:8][CH:7]=1.[C:25]([O:29][C:30](=[O:60])[NH:31][CH:32]([CH2:52][C:53]1[CH:58]=[CH:57][C:56]([Cl:59])=[CH:55][CH:54]=1)[C:33]([N:35]1[CH2:40][CH2:39][N:38]([C:41]2[C:50]3[C:45](=[CH:46][CH:47]=[C:48](Br)[CH:49]=3)[N:44]=[CH:43][N:42]=2)[CH2:37][CH2:36]1)=[O:34])([CH3:28])([CH3:27])[CH3:26].C1(B(O)O)C=CC=CC=1. (4) Given the product [NH:16]([C:2]1[N:3]=[N:4][C:5]2[C:6]3[CH:15]=[CH:14][CH:13]=[CH:12][C:7]=3[CH2:8][CH2:9][C:10]=2[CH:11]=1)[NH2:17], predict the reactants needed to synthesize it. The reactants are: Cl[C:2]1[N:3]=[N:4][C:5]2[C:6]3[CH:15]=[CH:14][CH:13]=[CH:12][C:7]=3[CH2:8][CH2:9][C:10]=2[CH:11]=1.[NH2:16][NH2:17]. (5) Given the product [ClH:13].[Cl:13][C:10]1[CH:11]=[CH:12][C:7]([NH:6][C:4](=[O:5])[C:3]2[CH:14]=[C:15]([F:18])[CH:16]=[CH:17][C:2]=2[NH:1][C:31]([CH:28]2[CH2:27][CH2:26][N:25]([C:22]3[CH:21]=[CH:20][N:19]=[CH:24][CH:23]=3)[CH2:30][CH2:29]2)=[O:32])=[N:8][CH:9]=1, predict the reactants needed to synthesize it. The reactants are: [NH2:1][C:2]1[CH:17]=[CH:16][C:15]([F:18])=[CH:14][C:3]=1[C:4]([NH:6][C:7]1[CH:12]=[CH:11][C:10]([Cl:13])=[CH:9][N:8]=1)=[O:5].[N:19]1[CH:24]=[CH:23][C:22]([N:25]2[CH2:30][CH2:29][CH:28]([C:31](Cl)=[O:32])[CH2:27][CH2:26]2)=[CH:21][CH:20]=1. (6) The reactants are: C[O:2][C:3]([C:5]1[CH:10]=[CH:9][C:8]([CH:11]2[CH2:13][CH2:12]2)=[C:7]([O:14][CH2:15][CH2:16][O:17][CH3:18])[N:6]=1)=[O:4].[OH-].[Na+]. Given the product [CH:11]1([C:8]2[CH:9]=[CH:10][C:5]([C:3]([OH:4])=[O:2])=[N:6][C:7]=2[O:14][CH2:15][CH2:16][O:17][CH3:18])[CH2:13][CH2:12]1, predict the reactants needed to synthesize it. (7) Given the product [CH3:1][O:2][C:3]1[CH:11]=[C:10]2[C:6]([C:7]([C:12]3[CH:17]=[CH:16][N:15]=[C:14]([NH:18][CH:19]4[CH2:24][C:23]([CH3:26])([CH3:25])[NH:22][C:21]([CH3:28])([CH3:27])[CH2:20]4)[N:13]=3)=[CH:8][N:9]2[CH2:37][C:38]#[N:39])=[CH:5][CH:4]=1, predict the reactants needed to synthesize it. The reactants are: [CH3:1][O:2][C:3]1[CH:11]=[C:10]2[C:6]([C:7]([C:12]3[CH:17]=[CH:16][N:15]=[C:14]([NH:18][CH:19]4[CH2:24][C:23]([CH3:26])([CH3:25])[NH:22][C:21]([CH3:28])([CH3:27])[CH2:20]4)[N:13]=3)=[CH:8][NH:9]2)=[CH:5][CH:4]=1.[H-].[Na+].CN(C=O)C.Br[CH2:37][C:38]#[N:39]. (8) The reactants are: [NH2:1][C:2]1[NH:6][N:5]=[C:4]([NH:7][C:8]2[CH:13]=[CH:12][CH:11]=[C:10]([Cl:14])[CH:9]=2)[C:3]=1[C:15]([NH2:17])=[O:16].[CH3:18][C:19]1[N:20]=[CH:21][S:22][C:23]=1[CH:24]=O. Given the product [Cl:14][C:10]1[CH:9]=[C:8]([NH:7][C:4]2[C:3]([C:15]([NH2:17])=[O:16])=[C:2]([N:1]=[CH:24][C:23]3[S:22][CH:21]=[N:20][C:19]=3[CH3:18])[NH:6][N:5]=2)[CH:13]=[CH:12][CH:11]=1, predict the reactants needed to synthesize it.